From a dataset of Forward reaction prediction with 1.9M reactions from USPTO patents (1976-2016). Predict the product of the given reaction. (1) Given the reactants [CH:1]1([C@@:7]([C:30]([O:32][CH3:33])=[O:31])([CH3:29])[NH:8][C:9]([C:11]2[C:20]([NH:21]C(OC(C)(C)C)=O)=[CH:19][C:18]3[C:13](=[CH:14][CH:15]=[CH:16][CH:17]=3)[CH:12]=2)=[O:10])[CH2:6][CH2:5][CH2:4][CH2:3][CH2:2]1.[ClH:34], predict the reaction product. The product is: [ClH:34].[NH2:21][C:20]1[C:11]([C:9]([NH:8][C@:7]([CH:1]2[CH2:2][CH2:3][CH2:4][CH2:5][CH2:6]2)([C:30]([O:32][CH3:33])=[O:31])[CH3:29])=[O:10])=[CH:12][C:13]2[C:18]([CH:19]=1)=[CH:17][CH:16]=[CH:15][CH:14]=2. (2) The product is: [S:18]1[CH:19]=[CH:20][CH:21]=[C:17]1[S:14]([N:11]1[CH2:12][CH2:13][N:8]([C:7]2[CH:6]=[CH:5][C:4]([C:22]([OH:31])([C:27]([F:30])([F:29])[F:28])[C:23]([F:26])([F:25])[F:24])=[CH:3][C:2]=2[C:41]#[C:40][CH:38]([OH:37])[CH3:39])[CH2:9][CH2:10]1)(=[O:16])=[O:15]. Given the reactants Br[C:2]1[CH:3]=[C:4]([C:22]([OH:31])([C:27]([F:30])([F:29])[F:28])[C:23]([F:26])([F:25])[F:24])[CH:5]=[CH:6][C:7]=1[N:8]1[CH2:13][CH2:12][N:11]([S:14]([C:17]2[S:18][CH:19]=[CH:20][CH:21]=2)(=[O:16])=[O:15])[CH2:10][CH2:9]1.C([Si](C)(C)[O:37][CH:38]([C:40]#[C:41]B1OC(C)(C)C(C)(C)O1)[CH3:39])(C)(C)C.C(=O)([O-])[O-].[Cs+].[Cs+], predict the reaction product.